From a dataset of Reaction yield outcomes from USPTO patents with 853,638 reactions. Predict the reaction yield, written as a fraction of the theoretical maximum amount of product (1.0 means a 100% yield; for example, 0.34 means a 34% yield). (1) The catalyst is CC1CCCO1.CN(C)C1C=CN=CC=1.C(OC)(C)(C)C. The product is [CH2:23]([O:22][C:20](=[O:21])[C:19](=[CH:18][N:17]([CH3:25])[CH3:16])[C:2](=[O:8])[C:3]([O:5][CH2:6][CH3:7])=[O:4])[CH3:24]. The reactants are Cl[C:2](=[O:8])[C:3]([O:5][CH2:6][CH3:7])=[O:4].C(N(CC)CC)C.[CH3:16][N:17]([CH3:25])/[CH:18]=[CH:19]/[C:20]([O:22][CH2:23][CH3:24])=[O:21].[Cl-].[Na+]. The yield is 0.660. (2) The catalyst is C1C=CC=CC=1.O. The product is [CH:1]1([C:4]2[O:8][N:7]=[C:6]([C:9]([N:18]=[N+:19]=[N-:20])=[O:11])[CH:5]=2)[CH2:3][CH2:2]1. The yield is 0.990. The reactants are [CH:1]1([C:4]2[O:8][N:7]=[C:6]([C:9]([OH:11])=O)[CH:5]=2)[CH2:3][CH2:2]1.C(Cl)(=O)C(Cl)=O.[N-:18]=[N+:19]=[N-:20].[Na+].